From a dataset of Full USPTO retrosynthesis dataset with 1.9M reactions from patents (1976-2016). Predict the reactants needed to synthesize the given product. (1) Given the product [CH3:26][NH:27][C:28]([C:30]1[C:31](=[O:48])[N:32]([C:38]2[CH:43]=[CH:42][CH:41]=[C:40]([C:44]([F:47])([F:45])[F:46])[CH:39]=2)[C:33]([CH3:37])=[C:34]([C:12]2[N:8]([C:5]3[CH:4]=[CH:3][C:2]([Cl:1])=[CH:7][CH:6]=3)[N:9]=[CH:10][CH:11]=2)[CH:35]=1)=[O:29], predict the reactants needed to synthesize it. The reactants are: [Cl:1][C:2]1[CH:7]=[CH:6][C:5]([N:8]2[C:12]([Sn](CCCC)(CCCC)CCCC)=[CH:11][CH:10]=[N:9]2)=[CH:4][CH:3]=1.[CH3:26][NH:27][C:28]([C:30]1[C:31](=[O:48])[N:32]([C:38]2[CH:43]=[CH:42][CH:41]=[C:40]([C:44]([F:47])([F:46])[F:45])[CH:39]=2)[C:33]([CH3:37])=[C:34](I)[CH:35]=1)=[O:29]. (2) Given the product [CH3:28][O:29][CH2:30][CH2:31][NH:32][C:11]([C:9]1[CH:8]=[CH:7][C:6]2[N:2]([CH3:1])[C:3]([NH:14][C:15]3[S:16][C:17]4[CH:23]=[C:22]([C:24]([F:27])([F:25])[F:26])[CH:21]=[CH:20][C:18]=4[N:19]=3)=[N:4][C:5]=2[CH:10]=1)=[O:13], predict the reactants needed to synthesize it. The reactants are: [CH3:1][N:2]1[C:6]2[CH:7]=[CH:8][C:9]([C:11]([OH:13])=O)=[CH:10][C:5]=2[N:4]=[C:3]1[NH:14][C:15]1[S:16][C:17]2[CH:23]=[C:22]([C:24]([F:27])([F:26])[F:25])[CH:21]=[CH:20][C:18]=2[N:19]=1.[CH3:28][O:29][CH2:30][CH2:31][NH2:32].CN(C(ON1N=NC2C=CC=CC1=2)=[N+](C)C)C.F[P-](F)(F)(F)(F)F.CCN(C(C)C)C(C)C. (3) Given the product [C:1]([C:5]1[CH:25]=[CH:24][C:8]([CH2:9][NH:10][CH2:17][CH:18]([OH:23])[C:19]([F:22])([F:20])[F:21])=[CH:7][CH:6]=1)([CH3:4])([CH3:2])[CH3:3], predict the reactants needed to synthesize it. The reactants are: [C:1]([C:5]1[CH:25]=[CH:24][C:8]([CH2:9][N:10]([CH2:17][CH:18]([OH:23])[C:19]([F:22])([F:21])[F:20])C(=O)C(F)(F)F)=[CH:7][CH:6]=1)([CH3:4])([CH3:3])[CH3:2].[OH-].[Na+].Cl. (4) Given the product [I:1][C:2]1[CH:7]=[CH:6][C:5]([O:8][CH2:10][CH2:11][OH:12])=[CH:4][CH:3]=1, predict the reactants needed to synthesize it. The reactants are: [I:1][C:2]1[CH:7]=[CH:6][C:5]([OH:8])=[CH:4][CH:3]=1.Br[CH2:10][CH2:11][OH:12].C([O-])([O-])=O.[K+].[K+].O. (5) Given the product [CH2:27]([NH:26][C:25]([C@H:24]1[N:19]2[C:18](=[O:36])[C@@H:12]([N:3]3[C:4](=[O:11])[C:5]4[C:10](=[CH:9][CH:8]=[CH:7][CH:6]=4)[C:2]3=[O:1])[CH2:13][CH2:14][C:15](=[O:16])[N:20]2[CH2:21][CH2:22][CH2:23]1)=[O:35])[CH2:28][C:29]1[CH:30]=[CH:31][CH:32]=[CH:33][CH:34]=1, predict the reactants needed to synthesize it. The reactants are: [O:1]=[C:2]1[C:10]2[C:5](=[CH:6][CH:7]=[CH:8][CH:9]=2)[C:4](=[O:11])[N:3]1[C@H:12]([C:18](=[O:36])[N:19]1[C@H:24]([C:25](=[O:35])[NH:26][CH2:27][CH2:28][C:29]2[CH:34]=[CH:33][CH:32]=[CH:31][CH:30]=2)[CH2:23][CH2:22][CH2:21][NH:20]1)[CH2:13][CH2:14][C:15](O)=[O:16].CN1CCOCC1.P(Cl)(Cl)(Cl)(Cl)Cl. (6) Given the product [ClH:32].[NH:19]=[C:17]([NH:18][S:29]([CH:23]1[CH2:28][CH2:27][CH2:26][CH2:25][CH2:24]1)(=[O:31])=[O:30])[NH:16][CH2:15][CH2:14][CH2:13][C@@H:12]([C:20]([N:33]1[CH2:37][CH2:36][CH2:35][CH2:34]1)=[O:22])[NH2:11], predict the reactants needed to synthesize it. The reactants are: C(OC([NH:11][C@H:12]([C:20]([OH:22])=O)[CH2:13][CH2:14][CH2:15][NH:16][C:17](=[NH:19])[NH2:18])=O)C1C=CC=CC=1.[CH:23]1([S:29]([Cl:32])(=[O:31])=[O:30])[CH2:28][CH2:27][CH2:26][CH2:25][CH2:24]1.[NH:33]1[CH2:37][CH2:36][CH2:35][CH2:34]1. (7) Given the product [O:16]=[C:3]1[NH:2][N:1]=[C:6]2[C:7]3[CH:15]=[CH:14][CH:13]=[CH:12][C:8]=3[CH2:9][CH2:10][CH2:11][C:5]2=[CH:4]1, predict the reactants needed to synthesize it. The reactants are: [N:1]1[NH:2][C:3](=[O:16])[CH2:4][CH:5]2[CH2:11][CH2:10][CH2:9][C:8]3[CH:12]=[CH:13][CH:14]=[CH:15][C:7]=3[C:6]=12.[N+](C1C=C(S([O-])(=O)=O)C=CC=1)([O-])=O.[Na+].[OH-].[Na+].Cl. (8) Given the product [C:1]([N:5]1[C:9]([C:10]2[CH:15]=[CH:14][C:13]([F:16])=[CH:12][CH:11]=2)=[C:8]([C:17]2[S:18][CH:19]=[C:20]([C:22]([NH:65][CH2:64][CH:61]3[CH2:62][CH2:63][O:58][CH2:59][CH2:60]3)=[O:24])[N:21]=2)[CH:7]=[N:6]1)([CH3:3])([CH3:2])[CH3:4], predict the reactants needed to synthesize it. The reactants are: [C:1]([N:5]1[C:9]([C:10]2[CH:15]=[CH:14][C:13]([F:16])=[CH:12][CH:11]=2)=[C:8]([C:17]2[S:18][CH:19]=[C:20]([C:22]([OH:24])=O)[N:21]=2)[CH:7]=[N:6]1)([CH3:4])([CH3:3])[CH3:2].CN(C(ON1N=NC2C=CC=NC1=2)=[N+](C)C)C.F[P-](F)(F)(F)(F)F.CCN(C(C)C)C(C)C.[O:58]1[CH2:63][CH2:62][CH:61]([CH2:64][NH2:65])[CH2:60][CH2:59]1. (9) Given the product [Cl:12][C:5]1[CH:6]=[CH:7][C:8]([C:10]#[N:11])=[CH:9][C:4]=1[CH:3]=[O:2], predict the reactants needed to synthesize it. The reactants are: C[O:2][C:3](=O)[C:4]1[CH:9]=[C:8]([C:10]#[N:11])[CH:7]=[CH:6][C:5]=1[Cl:12].BrC1C=CC(Cl)=C(C=1)C=O. (10) Given the product [C:38]([O:42][C:43](=[O:46])[CH3:44])([CH3:41])([CH3:40])[CH3:39].[C:1]([Si:5]([CH3:37])([CH3:36])[O:6][CH:7]([C:32]([CH3:35])([CH3:34])[CH3:33])[CH2:8][O:9][C:10]1[CH:15]=[CH:14][C:13]([C:16]([C:21]2[S:25][C:24]([S:26]([NH2:45])(=[O:28])=[O:27])=[C:23]([CH3:30])[CH:22]=2)([CH2:19][CH3:20])[CH2:17][CH3:18])=[CH:12][C:11]=1[CH3:31])([CH3:4])([CH3:3])[CH3:2], predict the reactants needed to synthesize it. The reactants are: [C:1]([Si:5]([CH3:37])([CH3:36])[O:6][CH:7]([C:32]([CH3:35])([CH3:34])[CH3:33])[CH2:8][O:9][C:10]1[CH:15]=[CH:14][C:13]([C:16]([C:21]2[S:25][C:24]([S:26](Cl)(=[O:28])=[O:27])=[C:23]([CH3:30])[CH:22]=2)([CH2:19][CH3:20])[CH2:17][CH3:18])=[CH:12][C:11]=1[CH3:31])([CH3:4])([CH3:3])[CH3:2].[C:38]([O:42][C:43](=[O:46])[CH2:44][NH2:45])([CH3:41])([CH3:40])[CH3:39].